From a dataset of CYP2D6 inhibition data for predicting drug metabolism from PubChem BioAssay. Regression/Classification. Given a drug SMILES string, predict its absorption, distribution, metabolism, or excretion properties. Task type varies by dataset: regression for continuous measurements (e.g., permeability, clearance, half-life) or binary classification for categorical outcomes (e.g., BBB penetration, CYP inhibition). Dataset: cyp2d6_veith. (1) The molecule is O=C(Cc1cccc2ccccc12)N/N=C/c1ccc(Sc2nc3ccccc3s2)o1. The result is 0 (non-inhibitor). (2) The molecule is O=C(CNc1cccc(Cl)c1)c1ccc(Cl)cc1. The result is 1 (inhibitor). (3) The compound is CC(=O)O[C@]1(C(C)=O)CC[C@@H]2[C@@H]3C=C(C)C4=CC(=O)CC[C@@]4(C)[C@H]3CC[C@]21C. The result is 0 (non-inhibitor). (4) The drug is CN1CCc2ccccc2[C@@H]1Cc1ccccc1NC(=O)c1sc2ccccc2c1Cl. The result is 1 (inhibitor). (5) The result is 0 (non-inhibitor). The molecule is CCOC(=O)c1cc2c(=O)n3ccccc3nc2n(CCOC)c1=NC(=O)C(C)(C)C. (6) The molecule is O=c1c(-c2ccc(Cl)cc2)nc2cnc(N3CCOCC3)nc2n1C[C@H]1CCCO1. The result is 0 (non-inhibitor).